From a dataset of Catalyst prediction with 721,799 reactions and 888 catalyst types from USPTO. Predict which catalyst facilitates the given reaction. Reactant: [NH2:1][C:2]([NH2:4])=[S:3].Br[CH:6]([C:12](=O)[CH2:13][CH3:14])[C:7]([O:9][CH2:10][CH3:11])=[O:8].[NH4+].[OH-]. Product: [NH2:1][C:2]1[S:3][C:6]([C:7]([O:9][CH2:10][CH3:11])=[O:8])=[C:12]([CH2:13][CH3:14])[N:4]=1. The catalyst class is: 8.